This data is from Forward reaction prediction with 1.9M reactions from USPTO patents (1976-2016). The task is: Predict the product of the given reaction. (1) Given the reactants [C:1]12([C:11]3[CH:12]=[C:13]([C:25]4[CH:30]=[CH:29][CH:28]=[C:27]([CH:31]([OH:33])[CH3:32])[CH:26]=4)[CH:14]=[CH:15][C:16]=3[O:17][Si:18]([C:21]([CH3:24])([CH3:23])[CH3:22])([CH3:20])[CH3:19])[CH2:10][CH:5]3[CH2:6][CH:7]([CH2:9][CH:3]([CH2:4]3)[CH2:2]1)[CH2:8]2, predict the reaction product. The product is: [C:1]12([C:11]3[CH:12]=[C:13]([C:25]4[CH:30]=[CH:29][CH:28]=[C:27]([C:31](=[O:33])[CH3:32])[CH:26]=4)[CH:14]=[CH:15][C:16]=3[O:17][Si:18]([C:21]([CH3:23])([CH3:24])[CH3:22])([CH3:20])[CH3:19])[CH2:10][CH:5]3[CH2:6][CH:7]([CH2:9][CH:3]([CH2:4]3)[CH2:2]1)[CH2:8]2. (2) Given the reactants [N:1]([CH2:4][C:5]1[CH:6]=[C:7]([C:16]([O:18]CC)=[O:17])[CH:8]=[C:9]([CH:15]=1)[C:10]([O:12]CC)=[O:11])=[N+:2]=[N-:3].Cl, predict the reaction product. The product is: [N:1]([CH2:4][C:5]1[CH:15]=[C:9]([C:10]([OH:12])=[O:11])[CH:8]=[C:7]([CH:6]=1)[C:16]([OH:18])=[O:17])=[N+:2]=[N-:3]. (3) The product is: [F:20][C:21]([F:40])([F:39])[S:22]([O:8][C:7]1[CH:6]=[CH:5][C:4]([C:9]2[C:10]([CH3:19])=[N:11][C:12]([CH3:18])=[C:13]([C:15](=[O:16])[NH2:17])[N:14]=2)=[CH:3][C:2]=1[F:1])(=[O:24])=[O:23]. Given the reactants [F:1][C:2]1[CH:3]=[C:4]([C:9]2[N:14]=[C:13]([C:15]([NH2:17])=[O:16])[C:12]([CH3:18])=[N:11][C:10]=2[CH3:19])[CH:5]=[CH:6][C:7]=1[OH:8].[F:20][C:21]([F:40])([F:39])[S:22](N(C1C=CC=CC=1)[S:22]([C:21]([F:40])([F:39])[F:20])(=[O:24])=[O:23])(=[O:24])=[O:23].C(=O)([O-])[O-].[K+].[K+], predict the reaction product.